From a dataset of Catalyst prediction with 721,799 reactions and 888 catalyst types from USPTO. Predict which catalyst facilitates the given reaction. (1) Reactant: [CH3:1][O:2][C:3]([C:5]1[C:6]([CH2:26][O:27][CH3:28])=[N:7][C:8]2[C:13]([C:14]=1Cl)=[CH:12][CH:11]=[C:10]([C:16]1[C:21]([C:22]([F:25])([F:24])[F:23])=[CH:20][CH:19]=[CH:18][N:17]=1)[N:9]=2)=[O:4].[F:29][C:30]([F:39])([F:38])[C:31]1[CH:37]=[CH:36][C:34]([NH2:35])=[CH:33][CH:32]=1. Product: [CH3:1][O:2][C:3]([C:5]1[C:6]([CH2:26][O:27][CH3:28])=[N:7][C:8]2[C:13]([C:14]=1[NH:35][C:34]1[CH:36]=[CH:37][C:31]([C:30]([F:29])([F:38])[F:39])=[CH:32][CH:33]=1)=[CH:12][CH:11]=[C:10]([C:16]1[C:21]([C:22]([F:25])([F:24])[F:23])=[CH:20][CH:19]=[CH:18][N:17]=1)[N:9]=2)=[O:4]. The catalyst class is: 10. (2) Reactant: [NH2:1][C:2]1[C:7]([CH:8]=O)=[CH:6][CH:5]=[CH:4][N:3]=1.[C:10]([O:18][CH2:19][CH3:20])(=[O:17])[CH2:11][C:12]([O:14]CC)=O.N1CCCCC1.C(O)(=O)C. The catalyst class is: 8. Product: [O:14]=[C:12]1[C:11]([C:10]([O:18][CH2:19][CH3:20])=[O:17])=[CH:8][C:7]2[C:2](=[N:3][CH:4]=[CH:5][CH:6]=2)[NH:1]1. (3) Reactant: CC1(C)[O:6][C@@H:5]([C:7]2[N:8]=[CH:9][C:10]([NH:13][C:14](=[O:34])[C@@H:15]([N:20]3[CH2:28][C:27]4[C:22](=[CH:23][CH:24]=[CH:25][C:26]=4[C:29]([F:32])([F:31])[F:30])[C:21]3=[O:33])[CH2:16][CH:17]([CH3:19])[CH3:18])=[N:11][CH:12]=2)[CH2:4][O:3]1.Cl. Product: [OH:6][C@@H:5]([C:7]1[N:8]=[CH:9][C:10]([NH:13][C:14](=[O:34])[C@@H:15]([N:20]2[CH2:28][C:27]3[C:22](=[CH:23][CH:24]=[CH:25][C:26]=3[C:29]([F:32])([F:30])[F:31])[C:21]2=[O:33])[CH2:16][CH:17]([CH3:19])[CH3:18])=[N:11][CH:12]=1)[CH2:4][OH:3]. The catalyst class is: 7. (4) Reactant: [N-:1]=[N+:2]=[N-:3].[Na+].[CH3:5][O:6][C:7](=[O:17])[C:8]1[CH:13]=[CH:12][C:11]([CH2:14]Br)=[C:10]([F:16])[CH:9]=1. Product: [CH3:5][O:6][C:7](=[O:17])[C:8]1[CH:13]=[CH:12][C:11]([CH2:14][N:1]=[N+:2]=[N-:3])=[C:10]([F:16])[CH:9]=1. The catalyst class is: 31.